This data is from Reaction yield outcomes from USPTO patents with 853,638 reactions. The task is: Predict the reaction yield, written as a fraction of the theoretical maximum amount of product (1.0 means a 100% yield; for example, 0.34 means a 34% yield). The reactants are C(N(CC)C(C)C)(C)C.Br[C:11]1[S:12][CH:13]=[C:14]([Br:16])[N:15]=1.[NH:17]1[CH2:22][CH2:21][O:20][CH2:19][CH2:18]1. The catalyst is CCO. The product is [Br:16][C:14]1[N:15]=[C:11]([N:17]2[CH2:22][CH2:21][O:20][CH2:19][CH2:18]2)[S:12][CH:13]=1. The yield is 0.680.